Dataset: NCI-60 drug combinations with 297,098 pairs across 59 cell lines. Task: Regression. Given two drug SMILES strings and cell line genomic features, predict the synergy score measuring deviation from expected non-interaction effect. (1) Drug 1: CC(CN1CC(=O)NC(=O)C1)N2CC(=O)NC(=O)C2. Drug 2: CN1C(=O)N2C=NC(=C2N=N1)C(=O)N. Cell line: NCI-H226. Synergy scores: CSS=8.54, Synergy_ZIP=-3.20, Synergy_Bliss=3.93, Synergy_Loewe=-2.58, Synergy_HSA=2.49. (2) Synergy scores: CSS=-4.66, Synergy_ZIP=6.47, Synergy_Bliss=3.33, Synergy_Loewe=-5.65, Synergy_HSA=-4.71. Drug 1: C1=CC=C(C=C1)NC(=O)CCCCCCC(=O)NO. Cell line: HCT-15. Drug 2: CCN(CC)CCNC(=O)C1=C(NC(=C1C)C=C2C3=C(C=CC(=C3)F)NC2=O)C. (3) Drug 1: CN(C)N=NC1=C(NC=N1)C(=O)N. Drug 2: CC1=C(C(=O)C2=C(C1=O)N3CC4C(C3(C2COC(=O)N)OC)N4)N. Cell line: SNB-19. Synergy scores: CSS=46.8, Synergy_ZIP=7.46, Synergy_Bliss=4.99, Synergy_Loewe=-31.2, Synergy_HSA=3.73. (4) Drug 1: CN(C)C1=NC(=NC(=N1)N(C)C)N(C)C. Drug 2: CC(C1=C(C=CC(=C1Cl)F)Cl)OC2=C(N=CC(=C2)C3=CN(N=C3)C4CCNCC4)N. Cell line: OVCAR-8. Synergy scores: CSS=-7.29, Synergy_ZIP=1.46, Synergy_Bliss=0.924, Synergy_Loewe=-8.01, Synergy_HSA=-4.43. (5) Drug 2: CC(C)(C#N)C1=CC(=CC(=C1)CN2C=NC=N2)C(C)(C)C#N. Cell line: UACC-257. Drug 1: C1=CN(C=N1)CC(O)(P(=O)(O)O)P(=O)(O)O. Synergy scores: CSS=-1.85, Synergy_ZIP=-0.485, Synergy_Bliss=-1.86, Synergy_Loewe=-3.29, Synergy_HSA=-3.16. (6) Drug 1: CN1C2=C(C=C(C=C2)N(CCCl)CCCl)N=C1CCCC(=O)O.Cl. Drug 2: CCN(CC)CCCC(C)NC1=C2C=C(C=CC2=NC3=C1C=CC(=C3)Cl)OC. Cell line: ACHN. Synergy scores: CSS=12.7, Synergy_ZIP=-0.0164, Synergy_Bliss=0.440, Synergy_Loewe=0.592, Synergy_HSA=0.614.